The task is: Predict the reaction yield, written as a fraction of the theoretical maximum amount of product (1.0 means a 100% yield; for example, 0.34 means a 34% yield).. This data is from Reaction yield outcomes from USPTO patents with 853,638 reactions. (1) The reactants are I[C:2]1[S:3][CH:4]=[C:5]([CH3:7])[N:6]=1.[NH:8]1[CH2:13][CH2:12][NH:11][CH2:10][CH2:9]1.C(N(CC)CC)C. The catalyst is O1CCCC1. The product is [CH3:7][C:5]1[N:6]=[C:2]([N:8]2[CH2:13][CH2:12][NH:11][CH2:10][CH2:9]2)[S:3][CH:4]=1. The yield is 0.650. (2) The reactants are [F:1][C:2]([F:14])([F:13])[C:3]1[CH:4]=[C:5]([CH2:9][C:10]([OH:12])=O)[CH:6]=[CH:7][CH:8]=1.C(Cl)(=O)C(Cl)=O.[NH2:21][C:22](=[N:28]O)[C:23]([O:25][CH2:26][CH3:27])=[O:24].C(N(CC)C(C)C)(C)C. The catalyst is ClCCl.N1C=CC=CC=1.CN(C=O)C. The product is [F:13][C:2]([F:1])([F:14])[C:3]1[CH:4]=[C:5]([CH:6]=[CH:7][CH:8]=1)[CH2:9][C:10]1[O:12][N:28]=[C:22]([C:23]([O:25][CH2:26][CH3:27])=[O:24])[N:21]=1. The yield is 0.0400. (3) The reactants are [C:1]([O:5][C:6](=[O:23])[CH2:7]/[N:8]=[CH:9]/[CH2:10][C:11]([CH3:22])([CH3:21])[CH2:12][O:13][Si:14]([C:17]([CH3:20])([CH3:19])[CH3:18])([CH3:16])[CH3:15])([CH3:4])([CH3:3])[CH3:2].[Cl:24][C:25]1[C:26]([F:43])=[C:27](/[CH:31]=[C:32](/[C:35]2[CH:40]=[CH:39][C:38]([Cl:41])=[CH:37][C:36]=2[F:42])\[C:33]#[N:34])[CH:28]=[CH:29][CH:30]=1.C(N(CC)CC)C.C1CCN2C(=NCCC2)CC1. The catalyst is ClCCl.C(O)(C)(C)C. The product is [C:1]([O:5][C:6]([CH:7]1[CH:31]([C:27]2[CH:28]=[CH:29][CH:30]=[C:25]([Cl:24])[C:26]=2[F:43])[C:32]([C:35]2[CH:40]=[CH:39][C:38]([Cl:41])=[CH:37][C:36]=2[F:42])([C:33]#[N:34])[CH:9]([CH2:10][C:11]([CH3:22])([CH3:21])[CH2:12][O:13][Si:14]([C:17]([CH3:20])([CH3:19])[CH3:18])([CH3:16])[CH3:15])[NH:8]1)=[O:23])([CH3:3])([CH3:2])[CH3:4]. The yield is 0.610. (4) The reactants are [CH3:1][O:2][C:3](=[O:24])[CH2:4][C:5]1[CH:14]=[C:13]([O:15]CC2C=CC=CC=2)[C:12]2[C:7](=[CH:8][CH:9]=[C:10](Cl)[CH:11]=2)[CH:6]=1.COC(C1C=C(OCC2C=CC=CC=2)C2C(=CC=C(F)C=2)C=1)=O. The catalyst is CO.[Pd]. The product is [CH3:1][O:2][C:3](=[O:24])[CH2:4][C:5]1[CH:14]=[C:13]([OH:15])[C:12]2[C:7](=[CH:8][CH:9]=[CH:10][CH:11]=2)[CH:6]=1. The yield is 0.926. (5) The reactants are [Br:1][CH2:2][CH2:3][CH2:4]Br.[NH:6]1[C:10]2[CH:11]=[CH:12][CH:13]=[CH:14][C:9]=2[N:8]=[N:7]1.[OH-].[K+].O. The product is [Br:1][CH2:2][CH2:3][CH2:4][N:7]1[N:8]=[C:9]2[CH:14]=[CH:13][CH:12]=[CH:11][C:10]2=[N:6]1. The catalyst is CN(C)C=O.C(OCC)(=O)C. The yield is 0.230. (6) The reactants are [Cl:1][C:2]1[CH:7]=[CH:6][N:5]=[C:4]([NH2:8])[CH:3]=1.Br[CH2:10][C:11]([C:13]1[CH:18]=[CH:17][C:16]([Br:19])=[CH:15][CH:14]=1)=O. No catalyst specified. The product is [Br:19][C:16]1[CH:17]=[CH:18][C:13]([C:11]2[N:8]=[C:4]3[CH:3]=[C:2]([Cl:1])[CH:7]=[CH:6][N:5]3[CH:10]=2)=[CH:14][CH:15]=1. The yield is 0.730. (7) The reactants are FC(F)(F)S(O[C:7]1[C:16]2[C:11](=[CH:12][CH:13]=[C:14]([O:17][CH3:18])[CH:15]=2)[CH:10]=[CH:9][CH:8]=1)(=O)=O.[CH:21]([N:23]1[C:27](=[O:28])[C:26]2=[CH:29][CH:30]=[CH:31][CH:32]=[C:25]2[C:24]1=[O:33])=[CH2:22].C(N(C(C)C)CC)(C)C.C1(C)C=CC=CC=1. The catalyst is C1(P(C2C=CC=CC=2)C2C=CC=CC=2)C=CC=CC=1.C1(P(C2C=CC=CC=2)C2C=CC=CC=2)C=CC=CC=1.C1(P(C2C=CC=CC=2)C2C=CC=CC=2)C=CC=CC=1.C1(P(C2C=CC=CC=2)C2C=CC=CC=2)C=CC=CC=1.[Pd].C(OCC)(=O)C. The product is [CH3:18][O:17][C:14]1[CH:15]=[C:16]2[C:11]([CH:10]=[CH:9][CH:8]=[C:7]2[CH:22]=[CH:21][N:23]2[C:24](=[O:33])[C:25]3[C:26](=[CH:29][CH:30]=[CH:31][CH:32]=3)[C:27]2=[O:28])=[CH:12][CH:13]=1. The yield is 0.800. (8) The reactants are [S:1]1[CH:5]=[CH:4][CH:3]=[C:2]1[CH2:6][NH:7][C:8]([C:10]1[N:11]=[C:12]2[C:17]([C:18]([F:21])([F:20])[F:19])=[CH:16][C:15]([C:22](=[NH:25])[NH:23][OH:24])=[CH:14][N:13]2[C:26]=1[Cl:27])=[O:9].[C:28](N1C=CN=C1)(N1C=CN=C1)=[O:29]. The catalyst is O1CCOCC1. The product is [S:1]1[CH:5]=[CH:4][CH:3]=[C:2]1[CH2:6][NH:7][C:8]([C:10]1[N:11]=[C:12]2[C:17]([C:18]([F:20])([F:21])[F:19])=[CH:16][C:15]([C:22]3[NH:25][C:28](=[O:29])[O:24][N:23]=3)=[CH:14][N:13]2[C:26]=1[Cl:27])=[O:9]. The yield is 0.160. (9) The reactants are FC(F)(F)C(O)=O.[Cl:8][C:9]1[CH:14]=[C:13]([Cl:15])[CH:12]=[CH:11][C:10]=1[C@H:16]([N:18]1[C:26]2[C:21](=[CH:22][CH:23]=[C:24]([N:27]3[CH2:32][CH2:31][N:30]([C:33]([C@H:35]4[CH2:39][CH2:38][CH2:37][N:36]4C(OC(C)(C)C)=O)=[O:34])[C@H:29]([CH2:47][OH:48])[CH2:28]3)[CH:25]=2)[CH:20]=[N:19]1)[CH3:17]. The catalyst is ClCCl. The product is [Cl:8][C:9]1[CH:14]=[C:13]([Cl:15])[CH:12]=[CH:11][C:10]=1[C@H:16]([N:18]1[C:26]2[C:21](=[CH:22][CH:23]=[C:24]([N:27]3[CH2:32][CH2:31][N:30]([C:33]([C@H:35]4[CH2:39][CH2:38][CH2:37][NH:36]4)=[O:34])[C@H:29]([CH2:47][OH:48])[CH2:28]3)[CH:25]=2)[CH:20]=[N:19]1)[CH3:17]. The yield is 0.200.